This data is from Forward reaction prediction with 1.9M reactions from USPTO patents (1976-2016). The task is: Predict the product of the given reaction. (1) Given the reactants [Cl:1][C:2]1[CH:7]=[CH:6][C:5]([C:8]2[N:12](CC3C=CC(CCC(O)=O)=CC=3)[C:11]3[CH:25]=[C:26]([F:30])[C:27]([F:29])=[CH:28][C:10]=3[N:9]=2)=[C:4]([O:31][CH2:32]C2CCCC2)[CH:3]=1.ClC1C=CC(C2N(CC3C=C(C=CC=3)C(O)=O)C3C=C(F)C(F)=CC=3N=2)=C(OCC2CCCC2)C=1.Br[CH2:74][C:75]1[CH:82]=[CH:81][C:78]([C:79]#[N:80])=[CH:77][C:76]=1[F:83], predict the reaction product. The product is: [Cl:1][C:2]1[CH:7]=[CH:6][C:5]([C:8]2[N:12]([CH2:74][C:75]3[CH:82]=[CH:81][C:78]([C:79]#[N:80])=[CH:77][C:76]=3[F:83])[C:11]3[CH:25]=[C:26]([F:30])[C:27]([F:29])=[CH:28][C:10]=3[N:9]=2)=[C:4]([O:31][CH3:32])[CH:3]=1. (2) Given the reactants C([N:4]1[CH2:8][CH2:7][CH:6]([NH:9][C:10](=[O:16])[O:11][C:12]([CH3:15])([CH3:14])[CH3:13])[CH2:5]1)(=O)C.[C:17](Cl)(=[O:21])[CH:18]([CH3:20])[CH3:19], predict the reaction product. The product is: [C:17]([N:4]1[CH2:8][CH2:7][CH:6]([NH:9][C:10](=[O:16])[O:11][C:12]([CH3:14])([CH3:13])[CH3:15])[CH2:5]1)(=[O:21])[CH:18]([CH3:20])[CH3:19]. (3) Given the reactants CO.[BH4-].[Li+].[N:5]1[N:9]2[CH2:10][CH2:11][CH2:12][N:13]([C:15]([O:17][CH2:18][C:19]3[CH:24]=[C:23]([C:25]([F:28])([F:27])[F:26])[CH:22]=[C:21]([C:29]([F:32])([F:31])[F:30])[CH:20]=3)=[O:16])[CH2:14][C:8]2=[CH:7][C:6]=1[C:33](OCC)=[O:34].Cl.C([O-])([O-])=O.[K+].[K+], predict the reaction product. The product is: [OH:34][CH2:33][C:6]1[CH:7]=[C:8]2[CH2:14][N:13]([C:15]([O:17][CH2:18][C:19]3[CH:20]=[C:21]([C:29]([F:30])([F:31])[F:32])[CH:22]=[C:23]([C:25]([F:28])([F:27])[F:26])[CH:24]=3)=[O:16])[CH2:12][CH2:11][CH2:10][N:9]2[N:5]=1. (4) Given the reactants Cl[C:2]1[CH:11]=[C:10]2[C:5]([C:6]([C:16]3[CH:21]=[CH:20][C:19]([O:22][CH3:23])=[CH:18][C:17]=3[F:24])=[CH:7][C:8]([C:12]([O:14][CH3:15])=[O:13])=[N:9]2)=[CH:4][CH:3]=1.[CH:25]([B-](F)(F)F)=[CH2:26].[K+].C(=O)([O-])[O-].[Cs+].[Cs+], predict the reaction product. The product is: [CH:25]([C:2]1[CH:11]=[C:10]2[C:5]([C:6]([C:16]3[CH:21]=[CH:20][C:19]([O:22][CH3:23])=[CH:18][C:17]=3[F:24])=[CH:7][C:8]([C:12]([O:14][CH3:15])=[O:13])=[N:9]2)=[CH:4][CH:3]=1)=[CH2:26]. (5) Given the reactants Br[CH2:2][C:3]1[C:12]2[C:7](=[C:8]([F:14])[C:9]([F:13])=[CH:10][CH:11]=2)[NH:6][C:5](=[O:15])[CH:4]=1.[CH3:16][N:17]1[C:21]([C:22]2[NH:26][C:25]3[CH:27]=[CH:28][CH:29]=[CH:30][C:24]=3[N:23]=2)=[CH:20][N:19]=[CH:18]1, predict the reaction product. The product is: [F:13][C:9]1[C:8]([F:14])=[C:7]2[C:12]([C:3]([CH2:2][N:23]3[C:24]4[CH:30]=[CH:29][CH:28]=[CH:27][C:25]=4[N:26]=[C:22]3[C:21]3[N:17]([CH3:16])[CH:18]=[N:19][CH:20]=3)=[CH:4][C:5](=[O:15])[NH:6]2)=[CH:11][CH:10]=1. (6) The product is: [ClH:1].[ClH:15].[Cl:15][C:16]1[CH:17]=[CH:18][C:19]([CH:22]([NH:27][C:2]2[C:11]3[C:6](=[C:7]([O:12][CH3:13])[CH:8]=[CH:9][CH:10]=3)[N:5]=[C:4]([CH3:14])[CH:3]=2)[CH2:23][N:24]([CH3:25])[CH3:26])=[CH:20][CH:21]=1. Given the reactants [Cl:1][C:2]1[C:11]2[C:6](=[C:7]([O:12][CH3:13])[CH:8]=[CH:9][CH:10]=2)[N:5]=[C:4]([CH3:14])[CH:3]=1.[Cl:15][C:16]1[CH:21]=[CH:20][C:19]([CH:22]([NH2:27])[CH2:23][N:24]([CH3:26])[CH3:25])=[CH:18][CH:17]=1, predict the reaction product.